The task is: Regression. Given a peptide amino acid sequence and an MHC pseudo amino acid sequence, predict their binding affinity value. This is MHC class I binding data.. This data is from Peptide-MHC class I binding affinity with 185,985 pairs from IEDB/IMGT. (1) The peptide sequence is ELDRFGLAESL. The MHC is Mamu-A02 with pseudo-sequence Mamu-A02. The binding affinity (normalized) is 0. (2) The peptide sequence is AYKKQFSQY. The MHC is HLA-A69:01 with pseudo-sequence HLA-A69:01. The binding affinity (normalized) is 0.0847. (3) The peptide sequence is LLFNEKLKV. The binding affinity (normalized) is 0.721. The MHC is HLA-A02:03 with pseudo-sequence HLA-A02:03. (4) The peptide sequence is LASMAICSAV. The MHC is HLA-A68:02 with pseudo-sequence HLA-A68:02. The binding affinity (normalized) is 0.698.